Dataset: M1 muscarinic receptor agonist screen with 61,833 compounds. Task: Binary Classification. Given a drug SMILES string, predict its activity (active/inactive) in a high-throughput screening assay against a specified biological target. (1) The compound is n12c3C(NCC1)CCCc3c1c2cccc1. The result is 0 (inactive). (2) The molecule is O=C/1CCC(=O)C1=C(\NCC=C)C. The result is 0 (inactive). (3) The compound is ClCC(=O)C1(OC(=O)CC)C2(C(C3C(F)(C(O)C2)C2(C(CC3)=CC(=O)C=C2)C)CC1C)C. The result is 0 (inactive).